Dataset: Catalyst prediction with 721,799 reactions and 888 catalyst types from USPTO. Task: Predict which catalyst facilitates the given reaction. (1) Reactant: [Cl:1][C:2]1[CH:3]=[C:4]([NH:8][C:9](=[O:12])[CH2:10]Cl)[CH:5]=[CH:6][CH:7]=1.[F:13][C:14]1[CH:21]=[CH:20][CH:19]=[C:18]([F:22])[C:15]=1[CH2:16][NH2:17].C(N(CC)CC)C.[Cl:30][C:31]1[CH:39]=[CH:38][C:34]([C:35](Cl)=[O:36])=[CH:33][CH:32]=1. Product: [Cl:30][C:31]1[CH:39]=[CH:38][C:34]([C:35]([N:17]([CH2:10][C:9](=[O:12])[NH:8][C:4]2[CH:5]=[CH:6][CH:7]=[C:2]([Cl:1])[CH:3]=2)[CH2:16][C:15]2[C:14]([F:13])=[CH:21][CH:20]=[CH:19][C:18]=2[F:22])=[O:36])=[CH:33][CH:32]=1. The catalyst class is: 3. (2) Reactant: CO[C:3]1[CH:12]=[C:11]2[C:6]([C:7](=O)[CH2:8][CH2:9][S:10]2)=[CH:5][CH:4]=1.[CH3:14][O:15][C:16]1[CH:21]=[CH:20][C:19]([NH:22]N)=[CH:18][CH:17]=1. Product: [CH3:14][O:15][C:16]1[CH:17]=[C:18]2[C:19](=[CH:20][CH:21]=1)[NH:22][C:7]1[C:6]3[CH:5]=[CH:4][CH:3]=[CH:12][C:11]=3[S:10][CH2:9][C:8]2=1. The catalyst class is: 14.